Dataset: Forward reaction prediction with 1.9M reactions from USPTO patents (1976-2016). Task: Predict the product of the given reaction. Given the reactants [C:1]([NH:4][CH2:5][CH2:6][NH:7][C:8]1[N:13]=[C:12]([C:14]2[CH:19]=[CH:18][CH:17]=[CH:16][CH:15]=2)[N:11]=[C:10]([NH:20][C:21](=[O:24])[CH2:22]Br)[CH:9]=1)(=[O:3])[CH3:2].[Br:25][C:26]1[CH:31]=[CH:30][C:29]([C:32]2([OH:38])[CH2:37][CH2:36][NH:35][CH2:34][CH2:33]2)=[CH:28][CH:27]=1.C(N(CC)C(C)C)(C)C, predict the reaction product. The product is: [C:1]([NH:4][CH2:5][CH2:6][NH:7][C:8]1[N:13]=[C:12]([C:14]2[CH:19]=[CH:18][CH:17]=[CH:16][CH:15]=2)[N:11]=[C:10]([NH:20][C:21](=[O:24])[CH2:22][N:35]2[CH2:34][CH2:33][C:32]([C:29]3[CH:30]=[CH:31][C:26]([Br:25])=[CH:27][CH:28]=3)([OH:38])[CH2:37][CH2:36]2)[CH:9]=1)(=[O:3])[CH3:2].